From a dataset of Full USPTO retrosynthesis dataset with 1.9M reactions from patents (1976-2016). Predict the reactants needed to synthesize the given product. (1) Given the product [ClH:38].[CH3:26][C:24]([OH:23])([CH3:25])[C@H:20]([C:17]1[N:16]=[C:15]([NH:14][C:11]2[C:10]([O:29][C:30]3[C:31]([CH3:37])=[N:32][N:33]([CH3:36])[C:34]=3[CH3:35])=[CH:9][C:8]([S:7][C:2]3[CH:3]=[CH:4][CH:5]=[CH:6][N:1]=3)=[CH:13][N:12]=2)[S:19][N:18]=1)[OH:21], predict the reactants needed to synthesize it. The reactants are: [N:1]1[CH:6]=[CH:5][CH:4]=[CH:3][C:2]=1[S:7][C:8]1[CH:9]=[C:10]([O:29][C:30]2[C:31]([CH3:37])=[N:32][N:33]([CH3:36])[C:34]=2[CH3:35])[C:11]([NH:14][C:15]2[S:19][N:18]=[C:17]([C@H:20]3[C:24]([CH3:26])([CH3:25])[O:23]C(C)(C)[O:21]3)[N:16]=2)=[N:12][CH:13]=1.[ClH:38]. (2) Given the product [CH3:1][C:2]1[CH:3]=[C:4]([CH:51]=[CH:52][CH:53]=1)[CH2:5][C@@H:6]([C:23]([NH:25][C:26](=[O:50])[C@H:27]([CH2:29][SH:30])[NH2:28])=[O:24])[NH:7][C:8](=[O:22])[CH:9]([C:16]1[CH:21]=[CH:20][CH:19]=[CH:18][CH:17]=1)[C:10]1[CH:11]=[CH:12][CH:13]=[CH:14][CH:15]=1, predict the reactants needed to synthesize it. The reactants are: [CH3:1][C:2]1[CH:3]=[C:4]([CH:51]=[CH:52][CH:53]=1)[CH2:5][C@@H:6]([C:23]([NH:25][C:26](=[O:50])[C@H:27]([CH2:29][S:30]C(C1C=CC=CC=1)(C1C=CC=CC=1)C1C=CC=CC=1)[NH2:28])=[O:24])[NH:7][C:8](=[O:22])[CH:9]([C:16]1[CH:21]=[CH:20][CH:19]=[CH:18][CH:17]=1)[C:10]1[CH:15]=[CH:14][CH:13]=[CH:12][CH:11]=1.C([SiH](CC)CC)C.FC(F)(F)C(O)=O. (3) Given the product [CH3:1][O:2][C:3]1[CH:4]=[C:5]([CH:11]([OH:16])[C:12]([OH:14])=[O:13])[CH:6]=[CH:7][C:8]=1[O:9][CH3:10], predict the reactants needed to synthesize it. The reactants are: [CH3:1][O:2][C:3]1[CH:4]=[C:5]([CH:11]([OH:16])[C:12]([O:14]C)=[O:13])[CH:6]=[CH:7][C:8]=1[O:9][CH3:10].[Li+].[OH-]. (4) Given the product [CH2:1]([O:8][N:9]1[C:14]2[N:15]=[CH:16][N:17]=[CH:18][C:13]=2[C:12]([N:28]2[CH2:33][CH2:32][CH2:31][CH2:30][CH2:29]2)=[CH:11][C:10]1=[O:20])[C:2]1[CH:7]=[CH:6][CH:5]=[CH:4][CH:3]=1, predict the reactants needed to synthesize it. The reactants are: [CH2:1]([O:8][N:9]1[C:14]2[N:15]=[CH:16][N:17]=[CH:18][C:13]=2[C:12](O)=[CH:11][C:10]1=[O:20])[C:2]1[CH:7]=[CH:6][CH:5]=[CH:4][CH:3]=1.C(N(CC)CC)C.[NH:28]1[CH2:33][CH2:32][CH2:31][CH2:30][CH2:29]1. (5) Given the product [CH:12]1([C:15]2[CH:16]=[C:17]([C:18]([O:20][CH2:21][CH3:22])=[O:19])[C:8]3[C:7]([CH3:11])=[N:6][N:5]([C:2]([CH3:1])([CH3:3])[CH3:4])[C:9]=3[N:10]=2)[CH2:13][CH2:14]1, predict the reactants needed to synthesize it. The reactants are: [CH3:1][C:2]([N:5]1[C:9]([NH2:10])=[CH:8][C:7]([CH3:11])=[N:6]1)([CH3:4])[CH3:3].[CH:12]1(/[C:15](/O)=[CH:16]/[C:17](=O)[C:18]([O:20][CH2:21][CH3:22])=[O:19])[CH2:14][CH2:13]1. (6) The reactants are: C(O)(C(F)(F)F)=O.Cl[C:9]1[CH:14]=[C:13]([N:15]2[CH:24]([CH3:25])[CH2:23][C:22]3[C:17](=[CH:18][C:19]([C:26]4[CH:27]=[N:28][N:29]([CH3:31])[CH:30]=4)=[CH:20][CH:21]=3)[CH2:16]2)[N:12]=[C:11]([NH2:32])[N:10]=1.[NH:33]1[CH2:38][CH2:37][CH2:36][C@H:35]([NH:39]C(=O)OC(C)(C)C)[CH2:34]1. Given the product [NH2:39][C@H:35]1[CH2:36][CH2:37][CH2:38][N:33]([C:9]2[CH:14]=[C:13]([N:15]3[CH:24]([CH3:25])[CH2:23][C:22]4[C:17](=[CH:18][C:19]([C:26]5[CH:27]=[N:28][N:29]([CH3:31])[CH:30]=5)=[CH:20][CH:21]=4)[CH2:16]3)[N:12]=[C:11]([NH2:32])[N:10]=2)[CH2:34]1, predict the reactants needed to synthesize it. (7) Given the product [Cl:6][C:7]1[CH:8]=[CH:9][C:10]([CH2:11][CH:12]2[N:17]3[C:18](=[O:52])[CH:19]([NH:33][C:34]([CH:36]4[CH2:41][CH2:40][NH:39][CH2:38][CH2:37]4)=[O:35])[CH2:20][N:21]([S:22]([C:25]4[CH:30]=[CH:29][C:28]([Cl:31])=[CH:27][C:26]=4[Cl:32])(=[O:24])=[O:23])[CH:16]3[CH2:15][N:14]([CH:53]([CH3:55])[CH3:54])[C:13]2=[O:56])=[CH:57][CH:58]=1, predict the reactants needed to synthesize it. The reactants are: I[Si](C)(C)C.[Cl:6][C:7]1[CH:58]=[CH:57][C:10]([CH2:11][CH:12]2[N:17]3[C:18](=[O:52])[CH:19]([NH:33][C:34]([CH:36]4[CH2:41][CH2:40][N:39](C(OCC5C=CC=CC=5)=O)[CH2:38][CH2:37]4)=[O:35])[CH2:20][N:21]([S:22]([C:25]4[CH:30]=[CH:29][C:28]([Cl:31])=[CH:27][C:26]=4[Cl:32])(=[O:24])=[O:23])[CH:16]3[CH2:15][N:14]([CH:53]([CH3:55])[CH3:54])[C:13]2=[O:56])=[CH:9][CH:8]=1.